From a dataset of Full USPTO retrosynthesis dataset with 1.9M reactions from patents (1976-2016). Predict the reactants needed to synthesize the given product. (1) The reactants are: Cl[C:2]1[C:7]([CH:8]([CH2:13][CH2:14][CH3:15])[C:9]([O:11][CH3:12])=[O:10])=[C:6]([CH3:16])[N:5]=[C:4]([C:17]2[CH:22]=[CH:21][CH:20]=[CH:19][CH:18]=2)[N:3]=1.C(N(CC)C(C)C)(C)C.[O:32]1[CH2:38][CH2:37][CH2:36][O:35][C:34]2[CH:39]=[C:40](B(O)O)[CH:41]=[CH:42][C:33]1=2. Given the product [O:32]1[CH2:38][CH2:37][CH2:36][O:35][C:34]2[CH:39]=[C:40]([C:2]3[C:7]([CH:8]([CH2:13][CH2:14][CH3:15])[C:9]([O:11][CH3:12])=[O:10])=[C:6]([CH3:16])[N:5]=[C:4]([C:17]4[CH:22]=[CH:21][CH:20]=[CH:19][CH:18]=4)[N:3]=3)[CH:41]=[CH:42][C:33]1=2, predict the reactants needed to synthesize it. (2) Given the product [C:33]1([CH3:43])[CH:34]=[CH:35][C:36]([S:39]([OH:42])(=[O:40])=[O:41])=[CH:37][CH:38]=1.[Cl:1][C:2]1[CH:3]=[C:4]([N:10]2[C:14]([CH3:15])=[C:13]([CH2:16][C:17]3[CH:30]=[CH:29][C:20]([C:21]([NH:23][CH2:24][C:25]([OH:28])([CH3:27])[CH3:26])=[O:22])=[CH:19][CH:18]=3)[C:12]([CH3:31])=[N:11]2)[CH:5]=[CH:6][C:7]=1[C:8]#[N:9], predict the reactants needed to synthesize it. The reactants are: [Cl:1][C:2]1[CH:3]=[C:4]([N:10]2[C:14]([CH3:15])=[C:13]([CH2:16][C:17]3[CH:30]=[CH:29][C:20]([C:21]([NH:23][CH2:24][C:25]([OH:28])([CH3:27])[CH3:26])=[O:22])=[CH:19][CH:18]=3)[C:12]([CH3:31])=[N:11]2)[CH:5]=[CH:6][C:7]=1[C:8]#[N:9].O.[C:33]1([CH3:43])[CH:38]=[CH:37][C:36]([S:39]([OH:42])(=[O:41])=[O:40])=[CH:35][CH:34]=1.C(OCC)(=O)C. (3) The reactants are: [OH:1][C:2]1[CH:9]=[C:8]([CH3:10])[C:5]([C:6]#[N:7])=[C:4]([CH3:11])[N:3]=1.[ClH:12]. Given the product [ClH:12].[NH2:7][CH2:6][C:5]1[C:8]([CH3:10])=[CH:9][C:2]([OH:1])=[N:3][C:4]=1[CH3:11], predict the reactants needed to synthesize it. (4) Given the product [Cl:20][C:21]1[CH:26]=[CH:25][C:24]([C:27]2([OH:33])[CH2:28][CH2:29][N:30]([CH2:2][CH2:3][CH:4]=[C:5]([C:12]3[CH:17]=[CH:16][CH:15]=[C:14]([O:18][CH3:19])[CH:13]=3)[C:6]3[CH:7]=[N:8][CH:9]=[CH:10][CH:11]=3)[CH2:31][CH2:32]2)=[CH:23][CH:22]=1, predict the reactants needed to synthesize it. The reactants are: Br[CH2:2][CH2:3][CH:4]=[C:5]([C:12]1[CH:17]=[CH:16][CH:15]=[C:14]([O:18][CH3:19])[CH:13]=1)[C:6]1[CH:7]=[N:8][CH:9]=[CH:10][CH:11]=1.[Cl:20][C:21]1[CH:26]=[CH:25][C:24]([C:27]2([OH:33])[CH2:32][CH2:31][NH:30][CH2:29][CH2:28]2)=[CH:23][CH:22]=1.C(=O)([O-])[O-].[K+].[K+].[I-].[K+]. (5) Given the product [Br:1][C:2]1[CH:3]=[C:4]([CH2:8][CH2:9][NH:10][C:11](=[O:13])[CH3:12])[CH:5]=[CH:6][CH:7]=1, predict the reactants needed to synthesize it. The reactants are: [Br:1][C:2]1[CH:3]=[C:4]([CH2:8][CH2:9][NH2:10])[CH:5]=[CH:6][CH:7]=1.[C:11](OC(=O)C)(=[O:13])[CH3:12]. (6) Given the product [F:16][C:2]([F:1])([CH2:12][CH2:13][CH2:14][CH3:15])[C:3](=[O:11])/[CH:4]=[CH:30]/[C@@H:29]1[C@@H:24]2[C@@H:25]([O:26][C:22](=[O:21])[CH2:23]2)[CH2:27][C@H:28]1[O:32][C:33]([C:35]1[CH:40]=[CH:39][CH:38]=[CH:37][CH:36]=1)=[O:34], predict the reactants needed to synthesize it. The reactants are: [F:1][C:2]([F:16])([CH2:12][CH2:13][CH2:14][CH3:15])[C:3](=[O:11])[CH2:4]P(=O)(OC)OC.O.[OH-].[Li+].O.[O:21]=[C:22]1[O:26][C@H:25]2[CH2:27][C@@H:28]([O:32][C:33]([C:35]3[CH:40]=[CH:39][CH:38]=[CH:37][CH:36]=3)=[O:34])[C@H:29]([CH:30]=O)[C@H:24]2[CH2:23]1. (7) Given the product [Br:1][CH2:2][CH2:3][CH2:4][CH2:5][CH2:6][CH2:7][CH2:8][C:9]1[CH:14]=[CH:13][C:12]([O:15][CH2:22][C:23]2[CH:28]=[CH:27][CH:26]=[CH:25][CH:24]=2)=[CH:11][CH:10]=1, predict the reactants needed to synthesize it. The reactants are: [Br:1][CH2:2][CH2:3][CH2:4][CH2:5][CH2:6][CH2:7][CH2:8][C:9]1[CH:14]=[CH:13][C:12]([OH:15])=[CH:11][CH:10]=1.C([O-])([O-])=O.[K+].[K+].[CH2:22](Br)[C:23]1[CH:28]=[CH:27][CH:26]=[CH:25][CH:24]=1. (8) Given the product [Cl:2][C:3]1[CH:8]=[CH:7][N:6]([C:17]([O:19][C:20]2[CH:25]=[CH:24][CH:23]=[CH:22][CH:21]=2)=[O:18])[CH:5]([CH2:13][CH2:12][CH2:11][CH2:10][CH2:9][CH3:26])[CH:4]=1, predict the reactants needed to synthesize it. The reactants are: Cl.[Cl:2][C:3]1[CH:8]=[CH:7][N:6]=[CH:5][CH:4]=1.[CH2:9]([Mg]Br)[CH2:10][CH2:11][CH2:12][CH3:13].Cl[C:17]([O:19][C:20]1[CH:25]=[CH:24][CH:23]=[CH:22][CH:21]=1)=[O:18].[CH2:26]1COCC1.